Dataset: Full USPTO retrosynthesis dataset with 1.9M reactions from patents (1976-2016). Task: Predict the reactants needed to synthesize the given product. (1) Given the product [Cl:1][C:2]1[CH:3]=[C:4]([C@H:9]([O:23][CH2:27][C:28]#[N:29])[C@@H:10]2[CH2:15][CH2:14][CH2:13][N:12]([C:16]([O:18][C:19]([CH3:20])([CH3:22])[CH3:21])=[O:17])[CH2:11]2)[CH:5]=[C:6]([F:8])[CH:7]=1, predict the reactants needed to synthesize it. The reactants are: [Cl:1][C:2]1[CH:3]=[C:4]([C@H:9]([OH:23])[C@@H:10]2[CH2:15][CH2:14][CH2:13][N:12]([C:16]([O:18][C:19]([CH3:22])([CH3:21])[CH3:20])=[O:17])[CH2:11]2)[CH:5]=[C:6]([F:8])[CH:7]=1.[H-].[Na+].Br[CH2:27][C:28]#[N:29]. (2) The reactants are: [N:1]1[C:10]2[C:5](=[CH:6][CH:7]=[CH:8][CH:9]=2)[CH:4]=[CH:3][CH:2]=1.[OH:11][S:12](O)(=[O:14])=[O:13]. Given the product [S:12]([C:9]1[CH:8]=[CH:7][CH:6]=[C:5]2[C:10]=1[N:1]=[CH:2][CH:3]=[CH:4]2)([OH:14])(=[O:13])=[O:11], predict the reactants needed to synthesize it. (3) Given the product [C:13]1([C:12](=[O:19])[CH2:1][C:2]2[S:3][CH:4]=[CH:5][N:6]=2)[CH:18]=[CH:17][CH:16]=[CH:15][CH:14]=1, predict the reactants needed to synthesize it. The reactants are: [CH3:1][C:2]1[S:3][CH:4]=[CH:5][N:6]=1.[Li]CCCC.[C:12](OCC)(=[O:19])[C:13]1[CH:18]=[CH:17][CH:16]=[CH:15][CH:14]=1.CCOC(C)=O. (4) Given the product [Cl:13][C:4]1[CH:3]=[C:2]([C:14]#[N:15])[C:11]([F:12])=[CH:10][C:5]=1[C:6]([O:8][CH3:9])=[O:7], predict the reactants needed to synthesize it. The reactants are: Br[C:2]1[C:11]([F:12])=[CH:10][C:5]([C:6]([O:8][CH3:9])=[O:7])=[C:4]([Cl:13])[CH:3]=1.[CH3:14][N:15](C=O)C.